Task: Regression/Classification. Given a drug SMILES string, predict its absorption, distribution, metabolism, or excretion properties. Task type varies by dataset: regression for continuous measurements (e.g., permeability, clearance, half-life) or binary classification for categorical outcomes (e.g., BBB penetration, CYP inhibition). Dataset: cyp2d6_veith.. Dataset: CYP2D6 inhibition data for predicting drug metabolism from PubChem BioAssay (1) The molecule is CC(=O)Nc1ccc(NC(=O)CSc2nnc(-c3ccco3)n2Cc2ccco2)cc1. The result is 0 (non-inhibitor). (2) The result is 0 (non-inhibitor). The drug is CCOc1ccc(Cc2nc(C)c(CC(=O)N3CCOCC3)c(=O)[nH]2)cc1.